From a dataset of Full USPTO retrosynthesis dataset with 1.9M reactions from patents (1976-2016). Predict the reactants needed to synthesize the given product. (1) Given the product [Cl:1][C:2]1[CH:10]=[CH:9][C:5]([C:6]([NH:35][C:33]2[CH:32]=[CH:31][C:29]3[N:30]=[C:26]([NH:25][C:16]4[C:15]5[C:20](=[CH:21][C:22]([O:23][CH3:24])=[C:13]([O:12][CH3:11])[CH:14]=5)[N:19]=[CH:18][N:17]=4)[S:27][C:28]=3[CH:34]=2)=[O:7])=[CH:4][CH:3]=1, predict the reactants needed to synthesize it. The reactants are: [Cl:1][C:2]1[CH:10]=[CH:9][C:5]([C:6](Cl)=[O:7])=[CH:4][CH:3]=1.[CH3:11][O:12][C:13]1[CH:14]=[C:15]2[C:20](=[CH:21][C:22]=1[O:23][CH3:24])[N:19]=[CH:18][N:17]=[C:16]2[NH:25][C:26]1[S:27][C:28]2[CH:34]=[C:33]([NH2:35])[CH:32]=[CH:31][C:29]=2[N:30]=1. (2) Given the product [Br:1][CH2:11][CH:10]1[O:9][C:8](=[O:17])[NH:7][CH2:3][CH2:4]1, predict the reactants needed to synthesize it. The reactants are: [Br:1]Br.[CH2:3]([NH:7][C:8](=[O:17])[O:9][CH2:10][C:11]1C=CC=CC=1)[CH2:4]C=C. (3) Given the product [Br:11][CH2:10][C:3]1[CH:4]=[C:5]([O:8][CH3:9])[CH:6]=[CH:7][C:2]=1[Cl:1], predict the reactants needed to synthesize it. The reactants are: [Cl:1][C:2]1[CH:7]=[CH:6][C:5]([O:8][CH3:9])=[CH:4][C:3]=1[CH3:10].[Br:11]N1C(=O)CCC1=O.N(C(C)(C)C#N)=NC(C)(C)C#N. (4) Given the product [CH3:37][O:38][C:39](=[O:48])[C:40]1[CH:45]=[CH:44][CH:43]=[C:42]([CH2:46][O:23][C:18]2[CH:17]=[CH:16][C:15]3[C:20](=[CH:21][CH:22]=[C:13]([CH2:12][CH:9]4[CH2:10][CH2:11][N:7]([CH:1]5[CH2:2][CH2:3][CH2:4][CH2:5][CH2:6]5)[C:8]4=[O:24])[CH:14]=3)[CH:19]=2)[CH:41]=1, predict the reactants needed to synthesize it. The reactants are: [CH:1]1([N:7]2[CH2:11][CH2:10][CH:9]([CH2:12][C:13]3[CH:22]=[CH:21][C:20]4[C:15](=[CH:16][CH:17]=[C:18]([OH:23])[CH:19]=4)[CH:14]=3)[C:8]2=[O:24])[CH2:6][CH2:5][CH2:4][CH2:3][CH2:2]1.C(=O)([O-])[O-].[K+].[K+].C(=O)([O-])[O-].[Cs+].[Cs+].[CH3:37][O:38][C:39](=[O:48])[C:40]1[CH:45]=[CH:44][CH:43]=[C:42]([CH2:46]Br)[CH:41]=1. (5) Given the product [NH2:8][C@@H:9]([CH2:10][C:11]1[CH:12]=[CH:13][CH:14]=[CH:15][CH:16]=1)[C:17]([O:19][CH2:28][CH2:27][CH2:26][CH2:25][C@@H:24]([O:30][N+:31]([O-:33])=[O:32])[CH2:23][O:22][N+:20]([O-:34])=[O:21])=[O:18], predict the reactants needed to synthesize it. The reactants are: C([NH:8][C@H:9]([C:17]([OH:19])=[O:18])[CH2:10][C:11]1[CH:16]=[CH:15][CH:14]=[CH:13][CH:12]=1)(OC(C)(C)C)=O.[N+:20]([O-:34])([O:22][CH2:23][C@H:24]([O:30][N+:31]([O-:33])=[O:32])[CH2:25][CH2:26][CH2:27][CH2:28]O)=[O:21].C(OC(NCC(OCCCCO[N+]([O-])=O)=O)=O)(C)(C)C. (6) Given the product [S:11](=[O:13])(=[O:12])([OH:15])[OH:14].[S:11]([C:3]1[CH:2]=[C:1]([P:7](=[O:9])([OH:8])[OH:10])[CH:6]=[CH:5][CH:4]=1)([OH:14])(=[O:13])=[O:12], predict the reactants needed to synthesize it. The reactants are: [C:1]1([P:7](=[O:10])([OH:9])[OH:8])[CH:6]=[CH:5][CH:4]=[CH:3][CH:2]=1.[S:11](=[O:15])(=[O:14])([OH:13])[OH:12]. (7) Given the product [OH:3][C:4]1[NH:5][C:6]2[C:11]([C:12]=1[C:18]1[CH:19]=[CH:20][C:21]([CH2:25][N:26]3[CH2:31][CH2:30][O:29][CH2:28][CH2:27]3)=[CH:22][N:23]=1)=[CH:10][C:9]([C:13]([O:15][CH3:16])=[O:14])=[CH:8][CH:7]=2, predict the reactants needed to synthesize it. The reactants are: [H-].[Na+].[O:3]=[C:4]1[CH2:12][C:11]2[C:6](=[CH:7][CH:8]=[C:9]([C:13]([O:15][CH3:16])=[O:14])[CH:10]=2)[NH:5]1.Cl[C:18]1[N+:23]([O-])=[CH:22][C:21]([CH2:25][N:26]2[CH2:31][CH2:30][O:29][CH2:28][CH2:27]2)=[CH:20][CH:19]=1.P(Cl)(Cl)Cl.